This data is from Reaction yield outcomes from USPTO patents with 853,638 reactions. The task is: Predict the reaction yield, written as a fraction of the theoretical maximum amount of product (1.0 means a 100% yield; for example, 0.34 means a 34% yield). (1) The reactants are [CH2:1]([N:8]1[CH2:13][CH2:12][NH:11][CH2:10][CH2:9]1)[C:2]1[CH:7]=[CH:6][CH:5]=[CH:4][CH:3]=1.C(=O)([O-])[O-].[K+].[K+].Br[CH2:21]/[CH:22]=[CH:23]/[C:24]([O:26][CH3:27])=[O:25]. The catalyst is CN(C)C=O. The product is [CH3:27][O:26][C:24](=[O:25])[CH:23]=[CH:22][CH2:21][N:11]1[CH2:12][CH2:13][N:8]([CH2:1][C:2]2[CH:3]=[CH:4][CH:5]=[CH:6][CH:7]=2)[CH2:9][CH2:10]1. The yield is 0.920. (2) The reactants are Br[C:2]1[CH:3]=[CH:4][C:5]2[O:11][CH2:10][CH2:9][N:8]3[CH:12]=[C:13]([C:15]4[N:19]([C:20]5[CH:25]=[CH:24][CH:23]=[CH:22][C:21]=5[Cl:26])[N:18]=[C:17]([NH2:27])[N:16]=4)[N:14]=[C:7]3[C:6]=2[CH:28]=1.[N:29]1[CH:34]=[C:33](B(O)O)[CH:32]=[N:31][CH:30]=1.C([O-])([O-])=O.[Cs+].[Cs+].O. The catalyst is O1CCOCC1.C1C=CC(P(C2C=CC=CC=2)[C-]2C=CC=C2)=CC=1.C1C=CC(P(C2C=CC=CC=2)[C-]2C=CC=C2)=CC=1.Cl[Pd]Cl.[Fe+2]. The product is [Cl:26][C:21]1[CH:22]=[CH:23][CH:24]=[CH:25][C:20]=1[N:19]1[C:15]([C:13]2[N:14]=[C:7]3[C:6]4[CH:28]=[C:2]([C:33]5[CH:34]=[N:29][CH:30]=[N:31][CH:32]=5)[CH:3]=[CH:4][C:5]=4[O:11][CH2:10][CH2:9][N:8]3[CH:12]=2)=[N:16][C:17]([NH2:27])=[N:18]1. The yield is 0.0830. (3) The reactants are [CH:1]([NH:4][S:5]([C:8]1[CH:13]=[CH:12][CH:11]=[CH:10][C:9]=1[N+:14]([O-])=O)(=[O:7])=[O:6])([CH3:3])[CH3:2].[H][H]. The catalyst is CO.[Pd]. The product is [NH2:14][C:9]1[CH:10]=[CH:11][CH:12]=[CH:13][C:8]=1[S:5]([NH:4][CH:1]([CH3:3])[CH3:2])(=[O:7])=[O:6]. The yield is 1.00. (4) The reactants are [C:1]1([S:7]([N:10]2[C:18]3[C:13](=[CH:14][C:15]([C:19](=[O:22])[CH2:20][CH3:21])=[CH:16][CH:17]=3)[CH:12]=[C:11]2[C:23]2[C:28]([F:29])=[CH:27][CH:26]=[CH:25][C:24]=2[F:30])(=[O:9])=[O:8])[CH:6]=[CH:5][CH:4]=[CH:3][CH:2]=1.[Br:31]Br. The catalyst is C(Cl)(Cl)(Cl)Cl. The product is [C:1]1([S:7]([N:10]2[C:18]3[C:13](=[CH:14][C:15]([C:19](=[O:22])[CH:20]([Br:31])[CH3:21])=[CH:16][CH:17]=3)[CH:12]=[C:11]2[C:23]2[C:28]([F:29])=[CH:27][CH:26]=[CH:25][C:24]=2[F:30])(=[O:9])=[O:8])[CH:2]=[CH:3][CH:4]=[CH:5][CH:6]=1. The yield is 0.690. (5) The reactants are Cl.[CH2:2]([C:8]1[N:9]=[C:10]([NH2:13])[NH:11][CH:12]=1)[CH2:3][CH2:4][CH2:5][C:6]#[CH:7].[N:14]([CH2:17][C:18]([CH3:26])=[CH:19][C:20]1[CH:25]=[CH:24][CH:23]=[CH:22][CH:21]=1)=[N+:15]=[N-:16]. No catalyst specified. The product is [CH3:26][C:18](=[CH:19][C:20]1[CH:25]=[CH:24][CH:23]=[CH:22][CH:21]=1)[CH2:17][N:14]1[CH:7]=[C:6]([CH2:5][CH2:4][CH2:3][CH2:2][C:8]2[N:9]=[C:10]([NH2:13])[NH:11][CH:12]=2)[N:16]=[N:15]1. The yield is 0.790. (6) The reactants are [CH:1]1([C@H:7]([NH2:32])[C@@H:8]([C:25]2[CH:30]=[CH:29][CH:28]=[CH:27][C:26]=2[F:31])[CH2:9][CH2:10][N:11]2[CH2:16][CH2:15][N:14]([C:17]3[CH:22]=[CH:21][CH:20]=[CH:19][C:18]=3[O:23][CH3:24])[CH2:13][CH2:12]2)[CH2:6][CH2:5][CH2:4][CH2:3][CH2:2]1.[CH3:33][N:34]([CH3:38])[C:35](Cl)=[O:36]. No catalyst specified. The product is [CH:1]1([CH:7]([NH:32][C:35](=[O:36])[N:34]([CH3:38])[CH3:33])[CH:8]([C:25]2[CH:30]=[CH:29][CH:28]=[CH:27][C:26]=2[F:31])[CH2:9][CH2:10][N:11]2[CH2:16][CH2:15][N:14]([C:17]3[CH:22]=[CH:21][CH:20]=[CH:19][C:18]=3[O:23][CH3:24])[CH2:13][CH2:12]2)[CH2:6][CH2:5][CH2:4][CH2:3][CH2:2]1. The yield is 0.930. (7) The reactants are C([O-])([O-])=O.[K+].[K+].N#N.[CH3:9][C:10]1[N:11]([CH:32]([CH:34]2[CH2:39][CH2:38][O:37][CH2:36][CH2:35]2)[CH3:33])[C:12]2[C:17]([C:18]=1[C:19]([O:21][CH3:22])=[O:20])=[CH:16][CH:15]=[C:14](B1OC(C)(C)C(C)(C)O1)[CH:13]=2.Br[C:41]1[CH:42]=[N:43][CH:44]=[CH:45][CH:46]=1. The catalyst is O1CCOCC1.CCOC(C)=O.C1C=CC(P(C2C=CC=CC=2)[C-]2C=CC=C2)=CC=1.C1C=CC(P(C2C=CC=CC=2)[C-]2C=CC=C2)=CC=1.Cl[Pd]Cl.[Fe+2].C(Cl)Cl.O. The product is [CH3:9][C:10]1[N:11]([CH:32]([CH:34]2[CH2:39][CH2:38][O:37][CH2:36][CH2:35]2)[CH3:33])[C:12]2[C:17]([C:18]=1[C:19]([O:21][CH3:22])=[O:20])=[CH:16][CH:15]=[C:14]([C:41]1[CH:42]=[N:43][CH:44]=[CH:45][CH:46]=1)[CH:13]=2. The yield is 0.359.